From a dataset of Reaction yield outcomes from USPTO patents with 853,638 reactions. Predict the reaction yield, written as a fraction of the theoretical maximum amount of product (1.0 means a 100% yield; for example, 0.34 means a 34% yield). (1) The yield is 0.610. The reactants are Cl.C(N=C=NCCCN(C)C)C.O.ON1C2C=CC=CC=2N=N1.[C:24]([C:32]1[CH:50]=[CH:49][C:35]2[N:36]=[C:37]([C:39]3[C:40]([CH3:48])=[C:41]([C:45]([OH:47])=O)[NH:42][C:43]=3[CH3:44])[NH:38][C:34]=2[CH:33]=1)(=[O:31])[C:25]1[CH:30]=[CH:29][CH:28]=[CH:27][CH:26]=1.[CH3:51][N:52]([CH3:57])[CH2:53][CH2:54][NH:55]C. The product is [CH3:51][N:52]([CH3:57])[CH2:53][CH2:54][NH:55][C:45]([C:41]1[NH:42][C:43]([CH3:44])=[C:39]([C:37]2[NH:38][C:34]3[CH:33]=[C:32]([C:24](=[O:31])[C:25]4[CH:30]=[CH:29][CH:28]=[CH:27][CH:26]=4)[CH:50]=[CH:49][C:35]=3[N:36]=2)[C:40]=1[CH3:48])=[O:47]. The catalyst is N1C=CC=CC=1. (2) The reactants are [CH3:1][O:2][C:3]1[C:24]([O:25][CH3:26])=[CH:23][C:6]2[N:7]([C:10]3[S:11][C:12]([C:21]#[N:22])=[C:13]([C:15]4[CH:20]=[CH:19][CH:18]=[CH:17][CH:16]=4)[N:14]=3)[CH:8]=[N:9][C:5]=2[CH:4]=1.[N-:27]=[N+:28]=[N-:29].[Na+].[Cl-].[NH4+].O. The catalyst is CN1CCCC1=O. The product is [CH3:1][O:2][C:3]1[C:24]([O:25][CH3:26])=[CH:23][C:6]2[N:7]([C:10]3[S:11][C:12]([C:21]4[NH:29][N:28]=[N:27][N:22]=4)=[C:13]([C:15]4[CH:20]=[CH:19][CH:18]=[CH:17][CH:16]=4)[N:14]=3)[CH:8]=[N:9][C:5]=2[CH:4]=1. The yield is 0.470. (3) The reactants are ClC1C=CC(C(C)(C)CC(O)(C(F)(F)F)C=O)=C(OC)C=1F.C(O[C:26](=O)[C:27]([C:43]([F:46])([F:45])[F:44])([OH:42])[CH2:28][C:29]([C:32]1[CH:37]=[CH:36][C:35]([Cl:38])=[C:34]([F:39])[C:33]=1[O:40][CH3:41])([CH3:31])[CH3:30])C.[NH2:48][C:49]1[CH:58]=[CH:57][CH:56]=[C:55]2[C:50]=1[CH:51]=[CH:52][NH:53][C:54]2=[O:59]. The catalyst is CC1C=CC=CC=1C.C(OCC)(=O)C.[Cl-].[Na+].O.CC([O-])C.CC([O-])C.CC([O-])C.CC([O-])C.[Ti+4]. The product is [Cl:38][C:35]1[CH:36]=[CH:37][C:32]([C:29]([CH3:31])([CH3:30])[CH2:28][C:27]([OH:42])([C:43]([F:46])([F:44])[F:45])[CH:26]=[N:48][C:49]2[CH:58]=[CH:57][CH:56]=[C:55]3[C:50]=2[CH:51]=[CH:52][NH:53][C:54]3=[O:59])=[C:33]([O:40][CH3:41])[C:34]=1[F:39]. The yield is 0.304. (4) The reactants are [CH2:1]([O:3][C:4]([C:6]1[NH:7][C:8]([CH3:11])=[CH:9][CH:10]=1)=[O:5])[CH3:2].[F:12][C:13]([F:25])([F:24])[C:14]1[CH:19]=[CH:18][C:17]([CH2:20][C:21](Cl)=[O:22])=[CH:16][CH:15]=1. The catalyst is ClCCCl. The product is [CH2:1]([O:3][C:4]([C:6]1[NH:7][C:8]([CH3:11])=[C:9]([C:21](=[O:22])[CH2:20][C:17]2[CH:16]=[CH:15][C:14]([C:13]([F:24])([F:12])[F:25])=[CH:19][CH:18]=2)[CH:10]=1)=[O:5])[CH3:2]. The yield is 0.330. (5) The reactants are Br[C:2]1[C:3](=[O:32])[N:4]([CH2:24][CH2:25][C:26]2[CH:31]=[CH:30][CH:29]=[CH:28][CH:27]=2)[C:5]([C:9]2[CH:14]=[CH:13][CH:12]=[C:11]([F:15])[C:10]=2[O:16][CH2:17][C:18]2[CH:23]=[CH:22][CH:21]=[CH:20][CH:19]=2)=[N:6][C:7]=1[CH3:8].C(=O)([O-])[O-].[Na+].[Na+].O1CCO[CH2:41][CH2:40]1. The catalyst is C(O)C. The product is [CH:40]([C:2]1[C:3](=[O:32])[N:4]([CH2:24][CH2:25][C:26]2[CH:31]=[CH:30][CH:29]=[CH:28][CH:27]=2)[C:5]([C:9]2[CH:14]=[CH:13][CH:12]=[C:11]([F:15])[C:10]=2[O:16][CH2:17][C:18]2[CH:23]=[CH:22][CH:21]=[CH:20][CH:19]=2)=[N:6][C:7]=1[CH3:8])=[CH2:41]. The yield is 0.640. (6) The reactants are [Si:1]([O:8][CH2:9][C:10]1[CH:11]=[C:12]([CH:24]=[C:25]([CH2:27][O:28][Si:29]([C:32]([CH3:35])([CH3:34])[CH3:33])([CH3:31])[CH3:30])[CH:26]=1)[NH:13][CH2:14][CH2:15][O:16][CH2:17][CH2:18][O:19][CH2:20][CH2:21][O:22][CH3:23])([C:4]([CH3:7])([CH3:6])[CH3:5])([CH3:3])[CH3:2].[CH3:36][C:37]([S:44][S:45][CH3:46])([CH3:43])[CH2:38][CH2:39][C:40](O)=[O:41].C(Cl)CCl. The catalyst is ClCCl.CN(C1C=CN=CC=1)C.O. The product is [Si:1]([O:8][CH2:9][C:10]1[CH:11]=[C:12]([N:13]([CH2:14][CH2:15][O:16][CH2:17][CH2:18][O:19][CH2:20][CH2:21][O:22][CH3:23])[C:40](=[O:41])[CH2:39][CH2:38][C:37]([CH3:43])([S:44][S:45][CH3:46])[CH3:36])[CH:24]=[C:25]([CH2:27][O:28][Si:29]([C:32]([CH3:35])([CH3:34])[CH3:33])([CH3:30])[CH3:31])[CH:26]=1)([C:4]([CH3:5])([CH3:7])[CH3:6])([CH3:3])[CH3:2]. The yield is 0.480. (7) The reactants are [H-].[Na+].[CH3:3][CH:4]([OH:6])[CH3:5].[Br:7][C:8]1[CH:13]=[C:12](F)[CH:11]=[C:10]([Br:15])[CH:9]=1.C([O-])(O)=O.[Na+]. The catalyst is CN(C=O)C. The product is [Br:7][C:8]1[CH:13]=[C:12]([O:6][CH:4]([CH3:5])[CH3:3])[CH:11]=[C:10]([Br:15])[CH:9]=1. The yield is 1.00.